From a dataset of Forward reaction prediction with 1.9M reactions from USPTO patents (1976-2016). Predict the product of the given reaction. (1) Given the reactants [ClH:1].[C:2]1(=O)[C:6]2([CH2:11][CH2:10][NH:9][CH2:8][CH2:7]2)[CH2:5][CH2:4][CH2:3]1.[CH3:13][N:14]([C:16]1[CH:21]=[CH:20][CH:19]=[CH:18][CH:17]=1)N.CO, predict the reaction product. The product is: [ClH:1].[CH3:13][N:14]1[C:16]2[CH:21]=[CH:20][CH:19]=[CH:18][C:17]=2[C:3]2[CH2:4][CH2:5][C:6]3([CH2:11][CH2:10][NH:9][CH2:8][CH2:7]3)[C:2]1=2. (2) Given the reactants [NH:1]([C:8]([N:10]1[CH2:15][CH2:14][N:13]([C:16]2[C:26](Br)=[CH:25][C:19]([C:20]([O:22][CH2:23][CH3:24])=[O:21])=[CH:18][N:17]=2)[CH2:12][CH2:11]1)=[O:9])[C:2]1[CH:7]=[CH:6][CH:5]=[CH:4][CH:3]=1.C1(P(C2C=CC=CC=2)CCCCCP(C2C=CC=CC=2)C2C=CC=CC=2)C=CC=CC=1.[C-:59]#[N:60].[K+].C(=O)([O-])[O-].[Na+].[Na+], predict the reaction product. The product is: [NH:1]([C:8]([N:10]1[CH2:15][CH2:14][N:13]([C:16]2[C:26]([C:59]#[N:60])=[CH:25][C:19]([C:20]([O:22][CH2:23][CH3:24])=[O:21])=[CH:18][N:17]=2)[CH2:12][CH2:11]1)=[O:9])[C:2]1[CH:7]=[CH:6][CH:5]=[CH:4][CH:3]=1. (3) Given the reactants [Cl:1][C:2]1[C:3]([O:14][CH3:15])=[CH:4][C:5]([OH:13])=[C:6]([NH:8][C:9](=[O:12])[CH2:10][CH3:11])[CH:7]=1.[N+](C1C=C(S(O[CH2:29][C@:30]2([CH3:33])[CH2:32][O:31]2)(=O)=O)C=CC=1)([O-])=O.C(=O)([O-])[O-].[Cs+].[Cs+], predict the reaction product. The product is: [Cl:1][C:2]1[C:3]([O:14][CH3:15])=[CH:4][C:5]([O:13][CH2:29][C@:30]2([CH3:33])[CH2:32][O:31]2)=[C:6]([NH:8][C:9](=[O:12])[CH2:10][CH3:11])[CH:7]=1. (4) Given the reactants [CH2:1]([O:8][C:9]([NH:11][CH2:12][CH2:13][CH2:14][C@@H:15]([C:29]([NH:31][C@H:32]1[CH2:36][CH2:35][CH2:34][C@H:33]1[C:37]([O:39]C(C)(C)C)=[O:38])=[O:30])[NH:16][C:17]([C:19]1[N:20]([CH3:28])[C:21]2[C:26]([CH:27]=1)=[CH:25][CH:24]=[CH:23][CH:22]=2)=[O:18])=[O:10])[C:2]1[CH:7]=[CH:6][CH:5]=[CH:4][CH:3]=1.Cl.C(OCC)(=O)C, predict the reaction product. The product is: [CH2:1]([O:8][C:9]([NH:11][CH2:12][CH2:13][CH2:14][C@@H:15]([C:29]([NH:31][C@H:32]1[CH2:36][CH2:35][CH2:34][C@H:33]1[C:37]([OH:39])=[O:38])=[O:30])[NH:16][C:17]([C:19]1[N:20]([CH3:28])[C:21]2[C:26]([CH:27]=1)=[CH:25][CH:24]=[CH:23][CH:22]=2)=[O:18])=[O:10])[C:2]1[CH:3]=[CH:4][CH:5]=[CH:6][CH:7]=1. (5) Given the reactants Cl[C:2]1[C:11]2=[N:12][N:13](CC3C=CC(OC)=CC=3)[CH:14]=[C:10]2[C:9]2[CH:8]=[CH:7][CH:6]=[CH:5][C:4]=2[N:3]=1.[CH3:24][C:25]1[CH:26]=[C:27]([NH2:34])[CH:28]=[C:29]2[C:33]=1[NH:32][N:31]=[CH:30]2.Cl, predict the reaction product. The product is: [CH3:24][C:25]1[CH:26]=[C:27]([NH:34][C:2]2[C:11]3=[N:12][NH:13][CH:14]=[C:10]3[C:9]3[CH:8]=[CH:7][CH:6]=[CH:5][C:4]=3[N:3]=2)[CH:28]=[C:29]2[C:33]=1[NH:32][N:31]=[CH:30]2. (6) Given the reactants [F:1][C:2]1[CH:7]=[CH:6][CH:5]=[CH:4][C:3]=1[N:8]1[C:16](=[O:17])[C:15]2[C@@H:14]3[C:18]([CH3:20])([CH3:19])[C@@:11]([CH3:21])([CH2:12][CH2:13]3)[C:10]=2[NH:9]1.[CH2:22](I)[CH:23]=[CH2:24], predict the reaction product. The product is: [CH2:24]([N:9]1[C:10]2[C@@:11]3([CH3:21])[C:18]([CH3:20])([CH3:19])[C@H:14]([CH2:13][CH2:12]3)[C:15]=2[C:16](=[O:17])[N:8]1[C:3]1[CH:4]=[CH:5][CH:6]=[CH:7][C:2]=1[F:1])[CH:23]=[CH2:22]. (7) Given the reactants C(N(C(C)C)CC)(C)C.CCN=C=NCCCN(C)C.[CH3:21][O:22][C:23](=[O:45])[CH2:24][CH:25]1[C:31]2[CH:32]=[CH:33][CH:34]=[CH:35][C:30]=2[C:29](=[O:36])[N:28]([CH3:37])[C:27]2[CH:38]=[C:39]([C:42](O)=[O:43])[CH:40]=[CH:41][C:26]1=2.FC(F)(F)C(O)=O.[NH:53]1[C:57]2[CH:58]=[CH:59][CH:60]=[CH:61][C:56]=2[N:55]=[C:54]1[CH2:62][NH2:63], predict the reaction product. The product is: [CH3:21][O:22][C:23](=[O:45])[CH2:24][CH:25]1[C:31]2[CH:32]=[CH:33][CH:34]=[CH:35][C:30]=2[C:29](=[O:36])[N:28]([CH3:37])[C:27]2[CH:38]=[C:39]([C:42]([NH:63][CH2:62][C:54]3[NH:53][C:57]4[CH:58]=[CH:59][CH:60]=[CH:61][C:56]=4[N:55]=3)=[O:43])[CH:40]=[CH:41][C:26]1=2. (8) Given the reactants C([N:8]1[CH2:13][CH2:12][CH:11]([C:14]2[CH:19]=[CH:18][C:17]([C:20]3[N:25]=[C:24]([C:26]4[CH:30]=[C:29]([CH3:31])[NH:28][C:27]=4[CH3:32])[CH:23]=[CH:22][CH:21]=3)=[CH:16][CH:15]=2)[CH2:10][CH2:9]1)C1C=CC=CC=1.C([O-])=O.[NH4+], predict the reaction product. The product is: [CH3:32][C:27]1[NH:28][C:29]([CH3:31])=[CH:30][C:26]=1[C:24]1[CH:23]=[CH:22][CH:21]=[C:20]([C:17]2[CH:18]=[CH:19][C:14]([CH:11]3[CH2:12][CH2:13][NH:8][CH2:9][CH2:10]3)=[CH:15][CH:16]=2)[N:25]=1.